Task: Predict the product of the given reaction.. Dataset: Forward reaction prediction with 1.9M reactions from USPTO patents (1976-2016) Given the reactants Br[CH2:2][CH2:3][O:4][C:5]1[CH:10]=[CH:9][C:8]([N+:11]([O-:13])=[O:12])=[CH:7][C:6]=1[O:14][CH3:15].[CH:16]1([CH2:19][NH:20][CH2:21][CH2:22][CH3:23])[CH2:18][CH2:17]1, predict the reaction product. The product is: [CH:16]1([CH2:19][N:20]([CH2:2][CH2:3][O:4][C:5]2[CH:10]=[CH:9][C:8]([N+:11]([O-:13])=[O:12])=[CH:7][C:6]=2[O:14][CH3:15])[CH2:21][CH2:22][CH3:23])[CH2:18][CH2:17]1.